From a dataset of Full USPTO retrosynthesis dataset with 1.9M reactions from patents (1976-2016). Predict the reactants needed to synthesize the given product. (1) Given the product [CH3:1][O:2][C:3](=[O:13])[C@@H:4]([N:12]1[CH2:29][C:28]([O:31][C:32]2[CH:37]=[CH:36][CH:35]=[C:34]([Cl:38])[C:33]=2[Cl:39])=[CH:27][C:26]1=[O:25])[CH2:5][CH:6]1[CH2:11][CH2:10][CH2:9][CH2:8][CH2:7]1, predict the reactants needed to synthesize it. The reactants are: [CH3:1][O:2][C:3](=[O:13])[C@@H:4]([NH2:12])[CH2:5][CH:6]1[CH2:11][CH2:10][CH2:9][CH2:8][CH2:7]1.C(N(CC)C(C)C)(C)C.C([O:25][C:26](=O)[CH:27]=[C:28]([O:31][C:32]1[CH:37]=[CH:36][CH:35]=[C:34]([Cl:38])[C:33]=1[Cl:39])[CH2:29]Br)C. (2) Given the product [Cl:28][C:23]1[CH:24]=[CH:25][CH:26]=[CH:27][C:22]=1[C:21]1[N:35]=[CH:33][N:1]=[C:2]2[N:6]([C:7]3[C:12]([Cl:13])=[CH:11][C:10]([C:14]([F:17])([F:16])[F:15])=[CH:9][C:8]=3[Cl:18])[N:5]=[C:4]([S:19][CH3:20])[C:3]=12, predict the reactants needed to synthesize it. The reactants are: [NH2:1][C:2]1[N:6]([C:7]2[C:12]([Cl:13])=[CH:11][C:10]([C:14]([F:17])([F:16])[F:15])=[CH:9][C:8]=2[Cl:18])[N:5]=[C:4]([S:19][CH3:20])[C:3]=1[C:21](=O)[C:22]1[CH:27]=[CH:26][CH:25]=[CH:24][C:23]=1[Cl:28].C(Cl)Cl.[CH:33]([NH2:35])=O. (3) Given the product [CH2:1]([O:3][C:4]([C:6]1[O:7][C:8]([CH:11]2[CH2:16][CH2:15][CH2:14][CH:13]([NH:30][C@@H:28]([C:18]3[C:27]4[C:22](=[CH:23][CH:24]=[CH:25][CH:26]=4)[CH:21]=[CH:20][CH:19]=3)[CH3:29])[CH2:12]2)=[CH:9][CH:10]=1)=[O:5])[CH3:2], predict the reactants needed to synthesize it. The reactants are: [CH2:1]([O:3][C:4]([C:6]1[O:7][C:8]([CH:11]2[CH2:16][CH2:15][CH2:14][C:13](=O)[CH2:12]2)=[CH:9][CH:10]=1)=[O:5])[CH3:2].[C:18]1([C@H:28]([NH2:30])[CH3:29])[C:27]2[C:22](=[CH:23][CH:24]=[CH:25][CH:26]=2)[CH:21]=[CH:20][CH:19]=1. (4) Given the product [CH2:13]([O:12][C:10](=[O:11])[C:3]1[CH:4]=[C:5]([C:7](=[O:9])[N:32]([CH3:31])[CH2:33][CH2:34][CH3:35])[CH:6]=[C:1]([C:15]([O:17][CH2:18][CH3:19])=[O:16])[CH:2]=1)[CH3:14], predict the reactants needed to synthesize it. The reactants are: [C:1]1([C:15]([O:17][CH2:18][CH3:19])=[O:16])[CH:6]=[C:5]([C:7]([O-:9])=O)[CH:4]=[C:3]([C:10]([O:12][CH2:13][CH3:14])=[O:11])[CH:2]=1.ON1C2C=CC=CC=2N=N1.Cl.[CH3:31][N:32](C)[CH2:33][CH2:34][CH2:35]N=C=NCC.CNCCC. (5) The reactants are: Cl[CH2:2][CH2:3][C:4]([C:6]1[CH:11]=[CH:10][C:9]([F:12])=[CH:8][CH:7]=1)=[O:5].S(=O)(=O)(O)O. Given the product [F:12][C:9]1[CH:8]=[C:7]2[C:6](=[CH:11][CH:10]=1)[C:4](=[O:5])[CH2:3][CH2:2]2, predict the reactants needed to synthesize it. (6) Given the product [O:11]([CH2:10][CH2:9][CH2:8][N:1]1[CH2:5][CH2:4][C@@H:3]([OH:6])[CH2:2]1)[C:12]1[CH:17]=[CH:16][CH:15]=[CH:14][CH:13]=1, predict the reactants needed to synthesize it. The reactants are: [NH:1]1[CH2:5][CH2:4][C@@H:3]([OH:6])[CH2:2]1.Br[CH2:8][CH2:9][CH2:10][O:11][C:12]1[CH:17]=[CH:16][CH:15]=[CH:14][CH:13]=1. (7) Given the product [F:21][C:18]1[CH:19]=[CH:20][C:14]2[O:13][C:12]([C:4]3[CH:3]=[C:2]([N:1]4[C:31](=[O:32])[C:25]5[C:24](=[CH:23][CH:22]=[C:27]([C:28]([OH:30])=[O:29])[CH:26]=5)[C:34]4=[O:33])[CH:7]=[CH:6][C:5]=3[NH:8][CH2:9][CH2:10][CH3:11])=[N:16][C:15]=2[CH:17]=1, predict the reactants needed to synthesize it. The reactants are: [NH2:1][C:2]1[CH:3]=[C:4]([C:12]2[O:13][C:14]3[CH:20]=[CH:19][C:18]([F:21])=[CH:17][C:15]=3[N:16]=2)[C:5]([NH:8][CH2:9][CH2:10][CH3:11])=[CH:6][CH:7]=1.[CH:22]1[C:27]([C:28]([OH:30])=[O:29])=[CH:26][C:25]2[C:31]([O:33][C:34](=O)[C:24]=2[CH:23]=1)=[O:32]. (8) Given the product [Cl:13][C:14]1[CH:19]=[C:18]([O:8][CH2:7][C:6]2[CH:9]=[CH:10][C:3]([O:2][CH3:1])=[CH:4][CH:5]=2)[N:17]=[C:16]([CH3:21])[N:15]=1, predict the reactants needed to synthesize it. The reactants are: [CH3:1][O:2][C:3]1[CH:10]=[CH:9][C:6]([CH2:7][OH:8])=[CH:5][CH:4]=1.[OH-].[K+].[Cl:13][C:14]1[CH:19]=[C:18](Cl)[N:17]=[C:16]([CH3:21])[N:15]=1. (9) Given the product [NH2:35][C@@H:30]([C:31]([CH3:34])([CH3:33])[CH3:32])[C:29]([N:28]([CH2:27][C:24]1[CH:25]=[N:26][C:21]([C:19]2[S:20][C:13]3[C:14](=[N:15][CH:16]=[CH:17][C:12]=3[O:11][C:10]3[CH:48]=[CH:49][C:7]([NH:6][C:5]([NH:4][CH:1]4[CH2:2][CH2:3]4)=[O:51])=[CH:8][C:9]=3[F:50])[CH:18]=2)=[CH:22][CH:23]=1)[CH2:44][CH2:45][O:46][CH3:47])=[O:43], predict the reactants needed to synthesize it. The reactants are: [CH:1]1([NH:4][C:5](=[O:51])[NH:6][C:7]2[CH:49]=[CH:48][C:10]([O:11][C:12]3[CH:17]=[CH:16][N:15]=[C:14]4[CH:18]=[C:19]([C:21]5[N:26]=[CH:25][C:24]([CH2:27][N:28]([CH2:44][CH2:45][O:46][CH3:47])[C:29](=[O:43])[C@@H:30]([NH:35]C(=O)OC(C)(C)C)[C:31]([CH3:34])([CH3:33])[CH3:32])=[CH:23][CH:22]=5)[S:20][C:13]=34)=[C:9]([F:50])[CH:8]=2)[CH2:3][CH2:2]1.C(O)(C(F)(F)F)=O.O. (10) Given the product [CH:20]([C@@H:19]1[CH2:22][CH2:23][CH2:24][N:18]1[C:11]([OH:13])=[O:12])=[O:21], predict the reactants needed to synthesize it. The reactants are: C(Cl)(=O)C(Cl)=O.CS(C)=O.[C:11]([N:18]1[CH2:24][CH2:23][CH2:22][C@H:19]1[CH2:20][OH:21])([O:13]C(C)(C)C)=[O:12].C(N(CC)CC)C.